From a dataset of Catalyst prediction with 721,799 reactions and 888 catalyst types from USPTO. Predict which catalyst facilitates the given reaction. (1) Reactant: [CH2:1]([N:8]1[CH2:12][CH2:11][C@@H:10]([OH:13])[CH2:9]1)[C:2]1[CH:7]=[CH:6][CH:5]=[CH:4][CH:3]=1.[C:14]1([CH3:24])[CH:19]=[CH:18][C:17]([S:20](Cl)(=[O:22])=[O:21])=[CH:16][CH:15]=1.[OH2:25]. Product: [CH2:1]([N:8]1[CH2:12][CH2:11][C@@H:10]([OH:13])[CH2:9]1)[C:2]1[CH:3]=[CH:4][CH:5]=[CH:6][CH:7]=1.[S:20]([C:17]1[CH:18]=[CH:19][C:14]([CH3:24])=[CH:15][CH:16]=1)([O-:22])(=[O:21])=[O:25]. The catalyst class is: 17. (2) Reactant: [NH2:1][C:2]1[CH:22]=[CH:21][C:5]([O:6][CH2:7][CH:8]2[CH2:13][CH2:12][N:11]([C:14]([O:16][C:17]([CH3:20])(C)C)=[O:15])[CH2:10][CH2:9]2)=[CH:4][C:3]=1[N+:23]([O-])=O.[H][H].[C:28](OCC)(=O)[CH3:29]. Product: [NH2:23][C:3]1[CH:4]=[C:5]([CH:21]=[CH:22][C:2]=1[NH2:1])[O:6][CH2:7][CH:8]1[CH2:9][CH2:10][N:11]([C:14]([O:16][CH2:17][CH2:20][CH2:28][CH3:29])=[O:15])[CH2:12][CH2:13]1. The catalyst class is: 19. (3) The catalyst class is: 7. Reactant: [Cl:1][C:2]1[C:7](=[O:8])[N:6]([C:9]2[CH:10]=[C:11]([CH:15]=[CH:16][C:17]=2[CH3:18])[C:12](O)=[O:13])[C:5]([CH3:19])=[N:4][C:3]=1[O:20][CH2:21][C:22]1[CH:27]=[CH:26][C:25]([F:28])=[CH:24][C:23]=1[F:29].[C:30](N1C=CN=C1)(N1C=CN=C1)=O.Cl.[CH3:43][N:44](C)[OH:45].C(N(CC)CC)C. Product: [Cl:1][C:2]1[C:7](=[O:8])[N:6]([C:9]2[CH:10]=[C:11]([CH:15]=[CH:16][C:17]=2[CH3:18])[C:12]([N:44]([O:45][CH3:30])[CH3:43])=[O:13])[C:5]([CH3:19])=[N:4][C:3]=1[O:20][CH2:21][C:22]1[CH:27]=[CH:26][C:25]([F:28])=[CH:24][C:23]=1[F:29]. (4) Reactant: [NH2:1][C:2]1[N:7]=[C:6](S(C)=O)[C:5]([C:11]#[N:12])=[C:4]([N:13]2[CH:17]=[CH:16][CH:15]=[N:14]2)[N:3]=1.[Cl:18][C:19]1[CH:26]=[CH:25][CH:24]=[CH:23][C:20]=1[CH2:21][NH2:22].C1CCN2C(=NCCC2)CC1. Product: [NH2:1][C:2]1[N:7]=[C:6]([NH:22][CH2:21][C:20]2[CH:23]=[CH:24][CH:25]=[CH:26][C:19]=2[Cl:18])[C:5]([C:11]#[N:12])=[C:4]([N:13]2[CH:17]=[CH:16][CH:15]=[N:14]2)[N:3]=1. The catalyst class is: 57. (5) Reactant: [C:1]1([C:20]2[CH:25]=[CH:24][CH:23]=[CH:22][CH:21]=2)[CH:6]=[CH:5][C:4]([CH2:7][C@H:8]([NH:12][C:13]([O:15][C:16]([CH3:19])([CH3:18])[CH3:17])=[O:14])[C:9](O)=[O:10])=[CH:3][CH:2]=1.[CH3:26][N:27](C(ON1N=NC2C=CC=NC1=2)=[N+](C)C)[CH3:28].F[P-](F)(F)(F)(F)F.C(N(CC)CC)C.CNC. Product: [C:1]1([C:20]2[CH:25]=[CH:24][CH:23]=[CH:22][CH:21]=2)[CH:6]=[CH:5][C:4]([CH2:7][C@H:8]([NH:12][C:13](=[O:14])[O:15][C:16]([CH3:19])([CH3:18])[CH3:17])[C:9]([N:27]([CH3:28])[CH3:26])=[O:10])=[CH:3][CH:2]=1. The catalyst class is: 85. (6) Reactant: FC(F)(F)C(O)=O.[C:8]([O:12][C:13]([N:15]1[CH2:20][CH2:19][S:18][CH2:17][C@H:16]1[C:21]([OH:23])=[O:22])=[O:14])([CH3:11])(C)C.C([O-])(O)=O.[Na+].C(Cl)(OCC1[C:45]2[C:40](=[CH:41][CH:42]=[CH:43][CH:44]=2)[C:39]2[C:34]1=[CH:35][CH:36]=[CH:37][CH:38]=2)=O. Product: [CH:44]1[C:45]2[CH:11]([CH2:8][O:12][C:13]([N:15]3[CH2:20][CH2:19][S:18][CH2:17][C@H:16]3[C:21]([OH:23])=[O:22])=[O:14])[C:34]3[C:39](=[CH:38][CH:37]=[CH:36][CH:35]=3)[C:40]=2[CH:41]=[CH:42][CH:43]=1. The catalyst class is: 135.